Dataset: NCI-60 drug combinations with 297,098 pairs across 59 cell lines. Task: Regression. Given two drug SMILES strings and cell line genomic features, predict the synergy score measuring deviation from expected non-interaction effect. (1) Drug 1: CC1=C(C=C(C=C1)NC2=NC=CC(=N2)N(C)C3=CC4=NN(C(=C4C=C3)C)C)S(=O)(=O)N.Cl. Drug 2: CC1=C2C(C(=O)C3(C(CC4C(C3C(C(C2(C)C)(CC1OC(=O)C(C(C5=CC=CC=C5)NC(=O)OC(C)(C)C)O)O)OC(=O)C6=CC=CC=C6)(CO4)OC(=O)C)OC)C)OC. Cell line: OVCAR-8. Synergy scores: CSS=68.6, Synergy_ZIP=13.7, Synergy_Bliss=12.8, Synergy_Loewe=-14.1, Synergy_HSA=13.1. (2) Drug 1: C1=CN(C(=O)N=C1N)C2C(C(C(O2)CO)O)O.Cl. Drug 2: COC1=C2C(=CC3=C1OC=C3)C=CC(=O)O2. Cell line: SK-MEL-5. Synergy scores: CSS=17.3, Synergy_ZIP=2.29, Synergy_Bliss=0.711, Synergy_Loewe=-11.5, Synergy_HSA=1.03. (3) Drug 1: CCC1=C2CN3C(=CC4=C(C3=O)COC(=O)C4(CC)O)C2=NC5=C1C=C(C=C5)O. Drug 2: CC1CCCC2(C(O2)CC(NC(=O)CC(C(C(=O)C(C1O)C)(C)C)O)C(=CC3=CSC(=N3)C)C)C. Cell line: HOP-62. Synergy scores: CSS=68.2, Synergy_ZIP=1.24, Synergy_Bliss=0.378, Synergy_Loewe=3.76, Synergy_HSA=6.45. (4) Drug 1: CC1=C(C=C(C=C1)NC(=O)C2=CC=C(C=C2)CN3CCN(CC3)C)NC4=NC=CC(=N4)C5=CN=CC=C5. Drug 2: C(CC(=O)O)C(=O)CN.Cl. Cell line: NCI/ADR-RES. Synergy scores: CSS=0.999, Synergy_ZIP=-0.712, Synergy_Bliss=-0.939, Synergy_Loewe=-5.22, Synergy_HSA=-4.98. (5) Drug 1: C1CCC(C1)C(CC#N)N2C=C(C=N2)C3=C4C=CNC4=NC=N3. Drug 2: C1=CC(=C2C(=C1NCCNCCO)C(=O)C3=C(C=CC(=C3C2=O)O)O)NCCNCCO. Cell line: CAKI-1. Synergy scores: CSS=61.8, Synergy_ZIP=6.07, Synergy_Bliss=6.59, Synergy_Loewe=-16.2, Synergy_HSA=12.2. (6) Drug 1: C1=CC(=CC=C1CCC2=CNC3=C2C(=O)NC(=N3)N)C(=O)NC(CCC(=O)O)C(=O)O. Drug 2: CC(C)NC(=O)C1=CC=C(C=C1)CNNC.Cl. Cell line: SNB-19. Synergy scores: CSS=19.0, Synergy_ZIP=-7.35, Synergy_Bliss=-8.32, Synergy_Loewe=-38.3, Synergy_HSA=-8.90.